Dataset: Forward reaction prediction with 1.9M reactions from USPTO patents (1976-2016). Task: Predict the product of the given reaction. (1) Given the reactants [Br:1][C:2]1[CH:7]=[CH:6][N:5]=[C:4]([CH3:8])[CH:3]=1.C(C(/N=N/C(C)(C)C#N)(C)C)#N.[Br:21]N1C(=O)CCC1=O.FC1C=CC=CC=1, predict the reaction product. The product is: [Br:1][C:2]1[CH:7]=[CH:6][N:5]=[C:4]([CH2:8][Br:21])[CH:3]=1. (2) Given the reactants [Br:1][C:2]1[CH:3]=[C:4]([CH:8]=[CH:9][C:10]=1[CH3:11])[C:5]([OH:7])=O.CN1CCOCC1.C(OC(Cl)=O)(C)C.[CH3:26][O:27][CH:28]([O:31][CH3:32])[CH2:29][NH2:30], predict the reaction product. The product is: [Br:1][C:2]1[CH:3]=[C:4]([CH:8]=[CH:9][C:10]=1[CH3:11])[C:5]([NH:30][CH2:29][CH:28]([O:31][CH3:32])[O:27][CH3:26])=[O:7]. (3) Given the reactants [Cl:1][C:2]1[CH:3]=[CH:4][C:5]([O:17][CH:18]([F:20])[F:19])=[C:6](/[CH:8]=[CH:9]/[C:10]([O:12]C(C)(C)C)=[O:11])[CH:7]=1.C(O)(C(F)(F)F)=O, predict the reaction product. The product is: [Cl:1][C:2]1[CH:3]=[CH:4][C:5]([O:17][CH:18]([F:19])[F:20])=[C:6](/[CH:8]=[CH:9]/[C:10]([OH:12])=[O:11])[CH:7]=1. (4) The product is: [CH3:27][C:28]1[CH:33]=[CH:32][C:31]([S:34]([NH:19][C:15]2[CH:16]=[CH:17][CH:18]=[C:13]([CH:4]3[CH2:3][C:2]([CH3:20])([CH3:1])[C:11]4[C:6](=[CH:7][CH:8]=[C:9]([CH3:12])[CH:10]=4)[NH:5]3)[CH:14]=2)(=[O:36])=[O:35])=[CH:30][CH:29]=1. Given the reactants [CH3:1][C:2]1([CH3:20])[C:11]2[C:6](=[CH:7][CH:8]=[C:9]([CH3:12])[CH:10]=2)[NH:5][CH:4]([C:13]2[CH:14]=[C:15]([NH2:19])[CH:16]=[CH:17][CH:18]=2)[CH2:3]1.N1C=CC=CC=1.[CH3:27][C:28]1[CH:33]=[CH:32][C:31]([S:34](Cl)(=[O:36])=[O:35])=[CH:30][CH:29]=1, predict the reaction product. (5) The product is: [Cl:25][CH:9]([NH:8][C:6](=[O:7])[C:5]1[CH:15]=[CH:16][C:2]([CH3:1])=[CH:3][CH:4]=1)[C:10]([F:13])([F:12])[F:11]. Given the reactants [CH3:1][C:2]1[CH:16]=[CH:15][C:5]([C:6]([NH:8][CH:9](O)[C:10]([F:13])([F:12])[F:11])=[O:7])=[CH:4][CH:3]=1.N1C=CC=CC=1.S(Cl)([Cl:25])=O, predict the reaction product. (6) The product is: [C:50]([O:49][C:48]([N:28]([CH2:27][CH:9]1[CH:8]([C:5]2[CH:4]=[CH:3][C:2]([F:1])=[CH:7][CH:6]=2)[CH2:13][CH2:12][N:11]([C:14]([O:16][C:17]2[CH:18]=[CH:19][C:20]([C:23]([O:25][CH3:26])=[O:24])=[CH:21][CH:22]=2)=[O:15])[CH2:10]1)[C@@H:29]([C:31]1[C:40]2[C:35](=[CH:36][CH:37]=[CH:38][CH:39]=2)[CH:34]=[CH:33][CH:32]=1)[CH3:30])=[O:54])([CH3:53])([CH3:52])[CH3:51]. Given the reactants [F:1][C:2]1[CH:7]=[CH:6][C:5]([CH:8]2[CH2:13][CH2:12][N:11]([C:14]([O:16][C:17]3[CH:22]=[CH:21][C:20]([C:23]([O:25][CH3:26])=[O:24])=[CH:19][CH:18]=3)=[O:15])[CH2:10][CH:9]2[CH2:27][NH:28][C@@H:29]([C:31]2[C:40]3[C:35](=[CH:36][CH:37]=[CH:38][CH:39]=3)[CH:34]=[CH:33][CH:32]=2)[CH3:30])=[CH:4][CH:3]=1.C(N(CC)CC)C.[C:48](=O)([O:54]C(C)(C)C)[O:49][C:50]([CH3:53])([CH3:52])[CH3:51], predict the reaction product. (7) The product is: [N:26]1([CH2:25][C:22]2[CH:21]=[CH:20][C:19]([C:17]3[NH:16][C:12]4[N:13]=[CH:14][N:15]=[C:10]([NH:9][C:6]5[CH:5]=[CH:4][C:3](=[O:2])[NH:8][CH:7]=5)[C:11]=4[CH:18]=3)=[CH:24][CH:23]=2)[CH2:27][CH2:28][O:29][CH2:30][CH2:31]1. Given the reactants C[O:2][C:3]1[N:8]=[CH:7][C:6]([NH:9][C:10]2[C:11]3[CH:18]=[C:17]([C:19]4[CH:24]=[CH:23][C:22]([CH2:25][N:26]5[CH2:31][CH2:30][O:29][CH2:28][CH2:27]5)=[CH:21][CH:20]=4)[NH:16][C:12]=3[N:13]=[CH:14][N:15]=2)=[CH:5][CH:4]=1.C(Cl)(Cl)Cl.C([O-])(O)=O.[Na+], predict the reaction product. (8) Given the reactants CO[C:3]([C:5]1[C:10]([C:11]([O:13][CH3:14])=[O:12])=[CH:9][CH:8]=[CH:7][N:6]=1)=[O:4].[F:15][C:16]1[CH:24]=[CH:23][C:19]([CH2:20][Mg]Cl)=[CH:18][CH:17]=1, predict the reaction product. The product is: [F:15][C:16]1[CH:24]=[CH:23][C:19]([CH2:20][C:3]([C:5]2[N:6]=[CH:7][CH:8]=[CH:9][C:10]=2[C:11]([O:13][CH3:14])=[O:12])=[O:4])=[CH:18][CH:17]=1. (9) Given the reactants [F:1][C:2]1[CH:10]=[C:9]([Br:11])[CH:8]=[CH:7][C:3]=1[C:4]([OH:6])=O.[C:12]([O:16][C:17](=[O:20])[NH:18][NH2:19])([CH3:15])([CH3:14])[CH3:13].ON1C2N=CC=CC=2N=N1.C(Cl)CCl, predict the reaction product. The product is: [Br:11][C:9]1[CH:8]=[CH:7][C:3]([C:4]([NH:19][NH:18][C:17]([O:16][C:12]([CH3:15])([CH3:14])[CH3:13])=[O:20])=[O:6])=[C:2]([F:1])[CH:10]=1. (10) Given the reactants [F:1][C:2]1[CH:14]=[CH:13][C:5]2[CH2:6][C@H:7](OC)[B:8]([OH:10])[O:9][C:4]=2[C:3]=1[C:15]([OH:17])=[O:16].[NH2:18][C:19]1[S:20][C:21]([SH:24])=[N:22][N:23]=1, predict the reaction product. The product is: [NH2:18][C:19]1[S:20][C:21]([S:24][C@H:7]2[CH2:6][C:5]3[CH:13]=[CH:14][C:2]([F:1])=[C:3]([C:15]([OH:17])=[O:16])[C:4]=3[O:9][B:8]2[OH:10])=[N:22][N:23]=1.